Task: Predict which catalyst facilitates the given reaction.. Dataset: Catalyst prediction with 721,799 reactions and 888 catalyst types from USPTO (1) Reactant: C([O-])(=O)C.[K+].[CH2:6]([N:8]1[C:12]([CH2:13][CH2:14][N:15]2[C:19](=[O:20])[C:18]3=[CH:21][CH:22]=[CH:23][CH:24]=[C:17]3[C:16]2=[O:25])=[CH:11][C:10]([C:26]#[N:27])=[N:9]1)[CH3:7].[Br:28]Br.S([O-])(O)=O.[Na+]. Product: [Br:28][C:11]1[C:10]([C:26]#[N:27])=[N:9][N:8]([CH2:6][CH3:7])[C:12]=1[CH2:13][CH2:14][N:15]1[C:16](=[O:25])[C:17]2=[CH:24][CH:23]=[CH:22][CH:21]=[C:18]2[C:19]1=[O:20]. The catalyst class is: 676. (2) Reactant: C(OC([N:8]1[CH2:11][CH:10]([CH:12]([NH:14][C:15]([C:17]2[C:25]3[C:20](=[N:21][CH:22]=[C:23]([C:26]4[C:34]5[C:29](=[CH:30][C:31]([Cl:35])=[CH:32][CH:33]=5)[N:28]([CH3:36])[N:27]=4)[N:24]=3)[N:19]([CH2:37][O:38][CH2:39][CH2:40][Si:41]([CH3:44])([CH3:43])[CH3:42])[CH:18]=2)=[O:16])[CH3:13])[CH2:9]1)=O)(C)(C)C.C(Cl)(=O)C. Product: [ClH:35].[NH:8]1[CH2:9][CH:10]([CH:12]([NH:14][C:15]([C:17]2[C:25]3[C:20](=[N:21][CH:22]=[C:23]([C:26]4[C:34]5[C:29](=[CH:30][C:31]([Cl:35])=[CH:32][CH:33]=5)[N:28]([CH3:36])[N:27]=4)[N:24]=3)[N:19]([CH2:37][O:38][CH2:39][CH2:40][Si:41]([CH3:42])([CH3:44])[CH3:43])[CH:18]=2)=[O:16])[CH3:13])[CH2:11]1. The catalyst class is: 5. (3) Reactant: C(OC([N:8]1[CH2:13][CH2:12][N:11]([C:14]([O:16][CH2:17][C:18]2[CH:23]=[CH:22][CH:21]=[CH:20][CH:19]=2)=[O:15])[CH2:10][C@@H:9]1[CH2:24][O:25][CH3:26])=O)(C)(C)C.Cl. Product: [CH2:17]([O:16][C:14]([N:11]1[CH2:12][CH2:13][NH:8][C@@H:9]([CH2:24][O:25][CH3:26])[CH2:10]1)=[O:15])[C:18]1[CH:23]=[CH:22][CH:21]=[CH:20][CH:19]=1. The catalyst class is: 12. (4) Reactant: O[CH:2]([CH:7]1[CH2:11][CH2:10][CH2:9][C:8]1=[O:12])[CH2:3][CH2:4][CH2:5][CH3:6].Cl.[OH-].[Na+]. Product: [CH2:2]([C:7]1[C:8](=[O:12])[CH2:9][CH2:10][CH:11]=1)[CH2:3][CH2:4][CH2:5][CH3:6]. The catalyst class is: 51. (5) Reactant: [CH3:1][O:2][C:3]1[CH:4]=[CH:5][C:6]([N:11]2[C:20](=[O:21])[C:19]3[C:14](=[CH:15][C:16]([C:23]([OH:25])=O)=[C:17]([F:22])[CH:18]=3)[NH:13][C:12]2=[S:26])=[N:7][C:8]=1[O:9][CH3:10].CCN(C(C)C)C(C)C.CN(C(ON1N=NC2C=CC=NC1=2)=[N+](C)C)C.F[P-](F)(F)(F)(F)F.[Cl:60][C:61]1[CH:68]=[CH:67][C:64]([CH2:65][NH2:66])=[CH:63][CH:62]=1. Product: [Cl:60][C:61]1[CH:68]=[CH:67][C:64]([CH2:65][NH:66][C:23]([C:16]2[CH:15]=[C:14]3[C:19]([C:20](=[O:21])[N:11]([C:6]4[CH:5]=[CH:4][C:3]([O:2][CH3:1])=[C:8]([O:9][CH3:10])[N:7]=4)[C:12](=[S:26])[NH:13]3)=[CH:18][C:17]=2[F:22])=[O:25])=[CH:63][CH:62]=1. The catalyst class is: 3. (6) Reactant: [C:1]1([P:9]([C:43]2[CH:48]=[C:47]([CH3:49])[CH:46]=[C:45]([CH3:50])[CH:44]=2)([C:11]2[CH:42]=[CH:41][CH:40]=[CH:39][C:12]=2[C:13]([C:15]2[CH:20]=[CH:19][CH:18]=[CH:17][C:16]=2[P:21]([C:31]2[CH:36]=[C:35]([CH3:37])[CH:34]=[C:33]([CH3:38])[CH:32]=2)([C:23]2[CH:28]=[C:27]([CH3:29])[CH:26]=[C:25]([CH3:30])[CH:24]=2)=O)=[O:14])=O)[CH:6]=[C:5]([CH3:7])[CH:4]=[C:3]([CH3:8])[CH:2]=1.C(N(CC)CC)C.Cl[SiH](Cl)Cl.[OH-].[Na+]. Product: [C:31]1([P:21]([C:23]2[CH:24]=[C:25]([CH3:30])[CH:26]=[C:27]([CH3:29])[CH:28]=2)[C:16]2[CH:17]=[CH:18][CH:19]=[CH:20][C:15]=2[C:13]([C:12]2[CH:39]=[CH:40][CH:41]=[CH:42][C:11]=2[P:9]([C:1]2[CH:2]=[C:3]([CH3:8])[CH:4]=[C:5]([CH3:7])[CH:6]=2)[C:43]2[CH:48]=[C:47]([CH3:49])[CH:46]=[C:45]([CH3:50])[CH:44]=2)=[O:14])[CH:36]=[C:35]([CH3:37])[CH:34]=[C:33]([CH3:38])[CH:32]=1. The catalyst class is: 11.